This data is from Full USPTO retrosynthesis dataset with 1.9M reactions from patents (1976-2016). The task is: Predict the reactants needed to synthesize the given product. (1) Given the product [Br:1][C:2]1[CH:10]=[CH:9][C:5]([C:6]([NH:24][CH:22]2[CH2:23][O:20][CH2:21]2)=[O:8])=[CH:4][C:3]=1[O:11][CH3:12], predict the reactants needed to synthesize it. The reactants are: [Br:1][C:2]1[CH:10]=[CH:9][C:5]([C:6]([OH:8])=O)=[CH:4][C:3]=1[O:11][CH3:12].C(=O)([O-])[O-].[K+].[K+].Cl.[O:20]1[CH2:23][CH:22]([NH2:24])[CH2:21]1.CN(C(ON1N=NC2C=CC=CC1=2)=[N+](C)C)C.[B-](F)(F)(F)F.C(=O)(O)[O-].[Na+]. (2) The reactants are: [F:1][C:2]1[C:3]([CH3:23])=[C:4]([C:15]2[CH:20]=[CH:19][CH:18]=[C:17]([CH2:21][OH:22])[CH:16]=2)[C:5]([CH3:14])=[CH:6][C:7]=1[O:8][C@H:9]1[CH2:13][CH2:12][O:11][CH2:10]1.O[C:25]1[CH:38]=[CH:37][C:28]2[C@H:29]([CH2:32][C:33]([O:35][CH3:36])=[O:34])[CH2:30][O:31][C:27]=2[CH:26]=1.C1(P(C2C=CC=CC=2)C2C=CC=CC=2)C=CC=CC=1.N(C(OC(C)C)=O)=NC(OC(C)C)=O. Given the product [F:1][C:2]1[C:3]([CH3:23])=[C:4]([C:15]2[CH:20]=[CH:19][CH:18]=[C:17]([CH2:21][O:22][C:25]3[CH:38]=[CH:37][C:28]4[C@H:29]([CH2:32][C:33]([O:35][CH3:36])=[O:34])[CH2:30][O:31][C:27]=4[CH:26]=3)[CH:16]=2)[C:5]([CH3:14])=[CH:6][C:7]=1[O:8][C@H:9]1[CH2:13][CH2:12][O:11][CH2:10]1, predict the reactants needed to synthesize it. (3) Given the product [CH2:1]([O:3][CH:4]([O:7][CH2:8][CH3:9])[CH2:5][NH:6][CH2:11][C:12]1[CH:21]=[CH:20][C:19]2[C:14](=[CH:15][CH:16]=[CH:17][CH:18]=2)[CH:13]=1)[CH3:2], predict the reactants needed to synthesize it. The reactants are: [CH2:1]([O:3][CH:4]([O:7][CH2:8][CH3:9])[CH2:5][NH2:6])[CH3:2].Br[CH2:11][C:12]1[CH:21]=[CH:20][C:19]2[C:14](=[CH:15][CH:16]=[CH:17][CH:18]=2)[CH:13]=1.